From a dataset of Full USPTO retrosynthesis dataset with 1.9M reactions from patents (1976-2016). Predict the reactants needed to synthesize the given product. (1) Given the product [S:29]([O:1][CH:2]1[CH2:3][CH2:4][CH:5]([CH2:8][C:9]([O:11][CH3:12])=[O:10])[CH2:6][CH2:7]1)([C:26]1[CH:27]=[CH:28][C:23]([CH3:22])=[CH:24][CH:25]=1)(=[O:31])=[O:30], predict the reactants needed to synthesize it. The reactants are: [OH:1][CH:2]1[CH2:7][CH2:6][CH:5]([CH2:8][C:9]([O:11][CH3:12])=[O:10])[CH2:4][CH2:3]1.CN(C1C=CC=CN=1)C.[CH3:22][C:23]1[CH:28]=[CH:27][C:26]([S:29](Cl)(=[O:31])=[O:30])=[CH:25][CH:24]=1. (2) Given the product [NH2:17][C:2]1[C:11]2[C:6](=[CH:7][C:8]([Cl:12])=[CH:9][CH:10]=2)[N:5]=[C:4]([C:13]([F:16])([F:15])[F:14])[CH:3]=1, predict the reactants needed to synthesize it. The reactants are: Cl[C:2]1[C:11]2[C:6](=[CH:7][C:8]([Cl:12])=[CH:9][CH:10]=2)[N:5]=[C:4]([C:13]([F:16])([F:15])[F:14])[CH:3]=1.[NH3:17]. (3) Given the product [OH:8][N:9]1[C:15](=[O:16])[N:14]2[CH2:17][C@H:10]1[CH2:11][CH2:12][C@H:13]2[C:18]([NH:20][O:21][CH2:22][CH2:23][NH:24][C:25]([NH:27][C:28](=[O:34])[O:29][C:30]([CH3:32])([CH3:31])[CH3:33])=[O:26])=[O:19], predict the reactants needed to synthesize it. The reactants are: C([O:8][N:9]1[C:15](=[O:16])[N:14]2[CH2:17][C@H:10]1[CH2:11][CH2:12][C@H:13]2[C:18]([NH:20][O:21][CH2:22][CH2:23][NH:24][C:25]([NH:27][C:28](=[O:34])[O:29][C:30]([CH3:33])([CH3:32])[CH3:31])=[O:26])=[O:19])C1C=CC=CC=1. (4) Given the product [C:43]([O:47][C:48](=[O:60])[CH:49]([CH:55]1[CH2:59][CH2:58][CH2:57][CH2:56]1)[CH2:50][S:51]([N:17]1[CH2:16][CH2:15][CH:14]([O:13][CH2:12][C:10]2[C:9]3[C:4](=[CH:5][CH:6]=[CH:7][CH:8]=3)[N:3]=[C:2]([CH3:1])[CH:11]=2)[CH2:19][CH2:18]1)(=[O:53])=[O:52])([CH3:46])([CH3:45])[CH3:44], predict the reactants needed to synthesize it. The reactants are: [CH3:1][C:2]1[CH:11]=[C:10]([CH2:12][O:13][CH:14]2[CH2:19][CH2:18][N:17](S(CC(NO)CCCC3N=CC=CN=3)(=O)=O)[CH2:16][CH2:15]2)[C:9]2[C:4](=[CH:5][CH:6]=[CH:7][CH:8]=2)[N:3]=1.C(N(CC)CC)C.[C:43]([O:47][C:48](=[O:60])[CH:49]([CH:55]1[CH2:59][CH2:58][CH2:57][CH2:56]1)[CH2:50][S:51](Cl)(=[O:53])=[O:52])([CH3:46])([CH3:45])[CH3:44]. (5) Given the product [F:1][C:2]1[CH:3]=[CH:4][C:5]([C:8]2[C:9]([C:24]3[CH:29]=[CH:28][N:27]=[CH:26][CH:25]=3)=[C:10]3[CH2:15][NH:14][CH2:13][CH2:12][N:11]3[CH:23]=2)=[CH:6][CH:7]=1, predict the reactants needed to synthesize it. The reactants are: [F:1][C:2]1[CH:7]=[CH:6][C:5]([C:8]2[C:9]([C:24]3[CH:29]=[CH:28][N:27]=[CH:26][CH:25]=3)=[C:10]3[CH2:15][N:14](CC4C=CC=CC=4)[CH2:13][CH2:12][N:11]3[CH:23]=2)=[CH:4][CH:3]=1.Cl. (6) Given the product [CH:1]1([N:7]2[C:12](=[O:13])[C:11]3[S:14][CH:15]=[C:16]([C:17]4[CH:22]=[CH:21][CH:20]=[CH:19][CH:18]=4)[C:10]=3[N:9]=[CH:8]2)[CH2:2][CH2:3][CH2:6]1, predict the reactants needed to synthesize it. The reactants are: [C:1]1([N:7]2[C:12](=[O:13])[C:11]3[S:14][CH:15]=[C:16]([C:17]4[CH:22]=[CH:21][CH:20]=[CH:19][CH:18]=4)[C:10]=3[N:9]=[CH:8]2)[CH:6]=CC=[CH:3][CH:2]=1.NC1C(C2C=CC=CC=2)=CSC=1C(OC)=O.C(OCC)(OCC)OCC.C1(N)CCC1. (7) Given the product [NH2:25][CH:15]([C:13]1[CH:12]=[C:4]([CH:3]=[C:2]([Br:1])[CH:14]=1)[C:5]([O:7][C:8]([CH3:11])([CH3:10])[CH3:9])=[O:6])[C:16]([F:19])([F:18])[F:17], predict the reactants needed to synthesize it. The reactants are: [Br:1][C:2]1[CH:3]=[C:4]([CH:12]=[C:13]([C:15](=O)[C:16]([F:19])([F:18])[F:17])[CH:14]=1)[C:5]([O:7][C:8]([CH3:11])([CH3:10])[CH3:9])=[O:6].C[Si]([N-:25][Si](C)(C)C)(C)C.[Li+].CSC.B.[OH-].[Na+].